Dataset: Full USPTO retrosynthesis dataset with 1.9M reactions from patents (1976-2016). Task: Predict the reactants needed to synthesize the given product. (1) Given the product [CH:1]([C:4]1[N:5]=[C:6]([N:12]([CH3:19])[CH:13]2[CH2:18][CH2:17][O:16][CH2:15][CH2:14]2)[S:7][C:8]=1[C:9]([NH:60][CH:58]([C:54]1[CH:55]=[CH:56][CH:57]=[C:52]([O:51][C:50]([F:49])([F:61])[F:62])[CH:53]=1)[CH3:59])=[O:11])([CH3:2])[CH3:3], predict the reactants needed to synthesize it. The reactants are: [CH:1]([C:4]1[N:5]=[C:6]([N:12]([CH3:19])[CH:13]2[CH2:18][CH2:17][O:16][CH2:15][CH2:14]2)[S:7][C:8]=1[C:9]([OH:11])=O)([CH3:3])[CH3:2].CN1CCOCC1.F[B-](F)(F)F.N1(OC(N(C)C)=[N+](C)C)C2C=CC=CC=2N=N1.[F:49][C:50]([F:62])([F:61])[O:51][C:52]1[CH:53]=[C:54]([CH:58]([NH2:60])[CH3:59])[CH:55]=[CH:56][CH:57]=1. (2) Given the product [CH3:6][N:7]1[CH:11]=[CH:10][N:9]=[C:8]1[C:23]([C:25]1[CH:30]=[CH:29][N:28]=[N:27][CH:26]=1)=[O:24], predict the reactants needed to synthesize it. The reactants are: [Li]CCCC.[CH3:6][N:7]1[CH:11]=[CH:10][N:9]=[CH:8]1.Cl[Si](CC)(CC)CC.CON(C)[C:23]([C:25]1[CH:30]=[CH:29][N:28]=[N:27][CH:26]=1)=[O:24].CC#N.C(=O)=O. (3) Given the product [Cl:1][C:2]1[CH:3]=[C:4]([NH:19][C:20]2[C:30]3[CH:29]=[C:28]([C:31]([NH:34][C@H:35]4[CH2:40][CH2:39][C@H:38]([OH:41])[CH2:37][CH2:36]4)=[O:32])[CH2:27][CH2:26][NH:25][C:24]=3[N:23]=[CH:22][N:21]=2)[CH:5]=[CH:6][C:7]=1[O:8][C:9]1[CH:14]=[CH:13][CH:12]=[C:11]([C:15]([F:18])([F:17])[F:16])[CH:10]=1, predict the reactants needed to synthesize it. The reactants are: [Cl:1][C:2]1[CH:3]=[C:4]([NH:19][C:20]2[C:30]3[CH:29]=[C:28]([C:31](O)=[O:32])[CH2:27][CH2:26][NH:25][C:24]=3[N:23]=[CH:22][N:21]=2)[CH:5]=[CH:6][C:7]=1[O:8][C:9]1[CH:14]=[CH:13][CH:12]=[C:11]([C:15]([F:18])([F:17])[F:16])[CH:10]=1.[NH2:34][C@H:35]1[CH2:40][CH2:39][C@H:38]([OH:41])[CH2:37][CH2:36]1.Cl.C(N=C=NCCCN(C)C)C.O.ON1C2C=CC=CC=2N=N1. (4) Given the product [CH:19]1([N:4]2[C:5]3=[N:6][CH:7]=[N:8][C:9]([NH2:11])=[C:10]3[C:2]([I:1])=[N:3]2)[CH2:23][CH2:22][CH2:21][CH2:20]1, predict the reactants needed to synthesize it. The reactants are: [I:1][C:2]1[C:10]2[C:5](=[N:6][CH:7]=[N:8][C:9]=2[NH2:11])[NH:4][N:3]=1.C([O-])([O-])=O.[K+].[K+].I[CH:19]1[CH2:23][CH2:22][CH2:21][CH2:20]1. (5) Given the product [CH3:41][N:23]([CH2:24][C:25]1[CH:26]=[C:27]([C:2]2[O:6][C:5]([CH:7]=[CH:8][C:9]([O:11][CH3:12])=[O:10])=[CH:4][CH:3]=2)[CH:28]=[CH:29][CH:30]=1)[C:22](=[O:40])[CH2:13][CH2:14][CH2:15][CH2:16][CH2:17][CH2:18][CH3:19], predict the reactants needed to synthesize it. The reactants are: Br[C:2]1[O:6][C:5]([CH:7]=[CH:8][C:9]([O:11][CH3:12])=[O:10])=[CH:4][CH:3]=1.[C:13]([CH2:22][N-:23][CH2:24][C:25]1[CH:30]=[CH:29][CH:28]=[C:27](B2OC(C)(C)C(C)(C)O2)[CH:26]=1)(=O)[CH2:14][CH2:15][CH2:16][CH2:17][CH2:18][CH2:19]C.[OH2:40].[CH3:41]N(C)C=O. (6) Given the product [Br:6][CH2:7][C:8]([NH:10][C:11]1[CH:16]=[CH:15][CH:14]=[C:13]([C:17]([F:18])([F:19])[F:20])[CH:12]=1)=[O:9], predict the reactants needed to synthesize it. The reactants are: BrCC(Br)=O.[Br:6][CH2:7][C:8]([NH:10][C:11]1[CH:16]=[CH:15][CH:14]=[C:13]([C:17]([F:20])([F:19])[F:18])[CH:12]=1)=[O:9].FC(F)(F)C1C=C(C=CC=1)N.C(N(CC)CC)C. (7) Given the product [Cl:26][C:22]1[CH:21]=[C:20]([CH2:19][CH:18]([NH2:17])[CH:27]2[CH2:28][CH2:29][N:30]([S:35]([CH:34]3[CH2:40][CH2:39]3)(=[O:37])=[O:36])[CH2:31][CH2:32]2)[CH:25]=[CH:24][CH:23]=1, predict the reactants needed to synthesize it. The reactants are: C1C2C(COC(=O)[NH:17][CH:18]([CH:27]3[CH2:32][CH2:31][NH:30][CH2:29][CH2:28]3)[CH2:19][C:20]3[CH:25]=[CH:24][CH:23]=[C:22]([Cl:26])[CH:21]=3)C3C(=CC=CC=3)C=2C=CC=1.[CH3:34][S:35](Cl)(=[O:37])=[O:36].[CH2:39](N(CC)CC)[CH3:40]. (8) Given the product [CH3:1][C:2]1[CH:3]=[N:4][C:5]([CH2:11][S+:12]([O-:24])[C:13]2[N-:14][C:15]3[CH:16]=[CH:17][C:18]([O:22][CH3:23])=[CH:19][C:20]=3[N:21]=2)=[C:6]([CH3:10])[C:7]=1[O:8][CH3:9].[Na+:26], predict the reactants needed to synthesize it. The reactants are: [CH3:1][C:2]1[CH:3]=[N:4][C:5]([CH2:11][S+:12]([O-:24])[C:13]2[NH:14][C:15]3[CH:16]=[CH:17][C:18]([O:22][CH3:23])=[CH:19][C:20]=3[N:21]=2)=[C:6]([CH3:10])[C:7]=1[O:8][CH3:9].[OH-].[Na+:26].O. (9) Given the product [CH3:15][O:16][C:17](=[O:18])[C@H:19]([OH:21])[CH2:20][NH:1][C:2]1[CH:3]=[C:4]2[C:8](=[CH:9][CH:10]=1)[N:7]([CH2:11][CH2:12][CH3:13])[C:6](=[O:14])[CH2:5]2, predict the reactants needed to synthesize it. The reactants are: [NH2:1][C:2]1[CH:3]=[C:4]2[C:8](=[CH:9][CH:10]=1)[N:7]([CH2:11][CH2:12][CH3:13])[C:6](=[O:14])[CH2:5]2.[CH3:15][O:16][C:17]([C@@H:19]1[O:21][CH2:20]1)=[O:18].FC(F)(F)S([O-])(=O)=O.[Li+].